Dataset: Full USPTO retrosynthesis dataset with 1.9M reactions from patents (1976-2016). Task: Predict the reactants needed to synthesize the given product. (1) Given the product [CH2:1]([O:3][P:4]([C:9]([C:24]1[CH:25]=[CH:26][C:21]([CH2:20][N:19]([C:18]([O:17][C:13]([CH3:16])([CH3:15])[CH3:14])=[O:36])[CH2:28][C:29]2[CH:34]=[CH:33][C:32]([C:9]([P:4]([O:5][CH2:6][CH3:7])([O:3][CH2:1][CH3:2])=[O:37])([F:11])[F:10])=[CH:31][CH:30]=2)=[CH:22][CH:23]=1)([F:11])[F:10])(=[O:8])[O:5][CH2:6][CH3:7])[CH3:2], predict the reactants needed to synthesize it. The reactants are: [CH2:1]([O:3][P:4]([C:9](Br)([F:11])[F:10])(=[O:8])[O:5][CH2:6][CH3:7])[CH3:2].[C:13]([O:17][C:18](=[O:36])[N:19]([CH2:28][C:29]1[CH:34]=[CH:33][C:32](I)=[CH:31][CH:30]=1)[CH2:20][C:21]1[CH:26]=[CH:25][C:24](I)=[CH:23][CH:22]=1)([CH3:16])([CH3:15])[CH3:14].[OH2:37]. (2) Given the product [NH2:24][C:21]1[CH:22]=[CH:23][C:18]([O:17][C:15]2[CH:14]=[CH:13][N:12]=[C:11]([NH:10][C:8]([NH:7][CH2:6][CH2:5][CH2:4][N:3]([CH2:28][CH3:29])[CH2:1][CH3:2])=[O:9])[CH:16]=2)=[C:19]([CH3:27])[CH:20]=1, predict the reactants needed to synthesize it. The reactants are: [CH2:1]([N:3]([CH2:28][CH3:29])[CH2:4][CH2:5][CH2:6][NH:7][C:8]([NH:10][C:11]1[CH:16]=[C:15]([O:17][C:18]2[CH:23]=[CH:22][C:21]([N+:24]([O-])=O)=[CH:20][C:19]=2[CH3:27])[CH:14]=[CH:13][N:12]=1)=[O:9])[CH3:2].[Cl-].[NH4+].O. (3) Given the product [CH3:1][C@H:2]([C@H:6]([CH3:10])[CH2:7][CH2:8][CH3:9])[C:3]([Cl:12])=[O:4], predict the reactants needed to synthesize it. The reactants are: [CH3:1][C@H:2]([C@H:6]([CH3:10])[CH2:7][CH2:8][CH3:9])[C:3](O)=[O:4].[Cl-].[Cl:12]C=[N+](C)C.